Dataset: Reaction yield outcomes from USPTO patents with 853,638 reactions. Task: Predict the reaction yield, written as a fraction of the theoretical maximum amount of product (1.0 means a 100% yield; for example, 0.34 means a 34% yield). (1) The reactants are C[Si:2]([C:5]#C)([CH3:4])[CH3:3].C([Li])C[CH2:9][CH3:10].[CH:12]1[C:16]2=[C:17]3[C:26](=[CH:27][CH:28]=[C:15]2[S:14][CH:13]=1)[C:25](=O)[C:24]1[C:19](=[CH:20][CH:21]=[C:22]2[S:32][CH:31]=[CH:30][C:23]2=1)[C:18]3=O.[Sn](Cl)Cl. The catalyst is O1CCCC1.Cl.O. The product is [CH3:5][Si:2]([CH3:3])([CH3:4])[C:25]1[C:26]2[C:17]([C:18]([Si:2]([CH3:5])([CH3:4])[CH3:3])=[C:19]3[C:24]=1[C:23]1[CH:30]=[CH:31][S:32][C:22]=1[CH:21]=[CH:20]3)=[C:16]1[C:12]([C:9]#[CH:10])=[CH:13][S:14][C:15]1=[CH:28][CH:27]=2. The yield is 0.210. (2) The reactants are [OH:1][C:2]1[C:7]([C:8]#[N:9])=[C:6]([CH3:10])[CH:5]=[C:4]([CH3:11])[N:3]=1.[CH2:12](Cl)[C:13]1[CH:18]=[CH:17][CH:16]=[CH:15][CH:14]=1. The catalyst is C1(C)C=CC=CC=1. The product is [CH2:12]([O:1][C:2]1[C:7]([C:8]#[N:9])=[C:6]([CH3:10])[CH:5]=[C:4]([CH3:11])[N:3]=1)[C:13]1[CH:18]=[CH:17][CH:16]=[CH:15][CH:14]=1. The yield is 0.650. (3) The reactants are [NH2:1][C:2]1[N:3]=[C:4]([CH:7]2[CH2:12][CH2:11][N:10]([C:13](=[O:25])[CH2:14][N:15]3[C:19]([CH3:20])=[CH:18][C:17]([C:21]([F:24])([F:23])[F:22])=[N:16]3)[CH2:9][CH2:8]2)[S:5][CH:6]=1.C(N(C(C)C)CC)(C)C.[CH:35]1([C:45](Cl)=[O:46])[C:44]2[C:39](=[CH:40][CH:41]=[CH:42][CH:43]=2)[CH2:38][CH2:37][CH2:36]1. The catalyst is ClCCl. The product is [CH3:20][C:19]1[N:15]([CH2:14][C:13]([N:10]2[CH2:11][CH2:12][CH:7]([C:4]3[S:5][CH:6]=[C:2]([NH:1][C:45]([CH:35]4[C:44]5[C:39](=[CH:40][CH:41]=[CH:42][CH:43]=5)[CH2:38][CH2:37][CH2:36]4)=[O:46])[N:3]=3)[CH2:8][CH2:9]2)=[O:25])[N:16]=[C:17]([C:21]([F:24])([F:23])[F:22])[CH:18]=1. The yield is 0.480. (4) The product is [CH3:24][C:23]([Si:20]([CH3:22])([CH3:21])[O:1][CH2:2][C@@H:3]1[CH2:8][N:7]2[CH2:9][CH2:10][CH2:11][C@H:6]2[C:5](=[O:12])[NH:4]1)([CH3:26])[CH3:25]. The yield is 0.660. The catalyst is CN(C)C=O.CN(C)C1C=CN=CC=1. The reactants are [OH:1][CH2:2][C@@H:3]1[CH2:8][N:7]2[CH2:9][CH2:10][CH2:11][C@H:6]2[C:5](=[O:12])[NH:4]1.C(N(CC)CC)C.[Si:20](Cl)([C:23]([CH3:26])([CH3:25])[CH3:24])([CH3:22])[CH3:21]. (5) The reactants are C(OC([N:8]1[CH2:12][CH2:11][CH2:10][C@@H:9]1[CH2:13][S:14][C:15]1[CH:20]=[CH:19][C:18]([O:21][C:22]2[CH:27]=[CH:26][CH:25]=[CH:24][CH:23]=2)=[CH:17][CH:16]=1)=O)(C)(C)C.Cl. The catalyst is CO.C(OCC)C. The product is [O:21]([C:18]1[CH:19]=[CH:20][C:15]([S:14][CH2:13][C@H:9]2[CH2:10][CH2:11][CH2:12][NH:8]2)=[CH:16][CH:17]=1)[C:22]1[CH:23]=[CH:24][CH:25]=[CH:26][CH:27]=1. The yield is 0.940. (6) The reactants are [C:1]([Si:5]([CH3:17])([CH3:16])[O:6][C:7]1[CH:15]=[C:14]2[C:10]([CH:11]=[CH:12][NH:13]2)=[CH:9][CH:8]=1)([CH3:4])([CH3:3])[CH3:2].C(=O)([O-])[O-].[Cs+].[Cs+].[CH2:24]([O:26][C:27](=[O:30])[CH2:28]Br)[CH3:25]. The catalyst is CN(C=O)C. The product is [CH2:24]([O:26][C:27](=[O:30])[CH2:28][N:13]1[C:14]2[C:10](=[CH:9][CH:8]=[C:7]([O:6][Si:5]([C:1]([CH3:4])([CH3:3])[CH3:2])([CH3:17])[CH3:16])[CH:15]=2)[CH:11]=[CH:12]1)[CH3:25]. The yield is 0.890.